From a dataset of Kir2.1 potassium channel HTS with 301,493 compounds. Binary Classification. Given a drug SMILES string, predict its activity (active/inactive) in a high-throughput screening assay against a specified biological target. (1) The molecule is [O-][N+](=O)C12C(C3([N+]([O-])=O)CN(C1)C(N(C2)C3)c1cccnc1)(C)C. The result is 0 (inactive). (2) The drug is Clc1cc(NC(=O)C2C3C4(OC2C=C4)C(N(C3=O)CCN2CCCCC2)C(=O)NC2CCCCC2)ccc1. The result is 0 (inactive). (3) The drug is Clc1c(NC(=S)N2CC(CC2)c2ccccc2)cccc1. The result is 0 (inactive). (4) The compound is O=c1n(NC(=O)c2cc(c([N+]([O-])=O)cc2)C)cc(c2c1cccc2)C(OC)=O. The result is 0 (inactive). (5) The molecule is O=C1N(CCC1)Cc1n(ncn1)c1ccccc1. The result is 0 (inactive). (6) The molecule is S(=O)(=O)(NCc1occc1)c1ccc(C(=O)N2CCN(CC2)C(OCC)=O)cc1. The result is 0 (inactive).